From a dataset of Catalyst prediction with 721,799 reactions and 888 catalyst types from USPTO. Predict which catalyst facilitates the given reaction. (1) Reactant: [CH2:1]([O:3][C:4](=[O:25])[C:5]1[CH:10]=[C:9]([N:11]2[C:15]([CH3:16])=[CH:14][CH:13]=[C:12]2[C:17]2[CH:22]=[C:21]([Br:23])[CH:20]=[CH:19][C:18]=2[OH:24])[CH:8]=[N:7][CH:6]=1)[CH3:2].[F:26][C:27]1[CH:34]=[C:33]([F:35])[CH:32]=[CH:31][C:28]=1[CH2:29]Br.C(=O)([O-])[O-].[K+].[K+]. Product: [CH2:1]([O:3][C:4](=[O:25])[C:5]1[CH:10]=[C:9]([N:11]2[C:15]([CH3:16])=[CH:14][CH:13]=[C:12]2[C:17]2[CH:22]=[C:21]([Br:23])[CH:20]=[CH:19][C:18]=2[O:24][CH2:29][C:28]2[CH:31]=[CH:32][C:33]([F:35])=[CH:34][C:27]=2[F:26])[CH:8]=[N:7][CH:6]=1)[CH3:2]. The catalyst class is: 173. (2) Reactant: [CH3:1][N:2]([CH3:23])[C:3]1[CH:22]=[CH:21][C:6]([CH2:7][NH:8][S:9]([C:12]2[CH:17]=[CH:16][C:15]([N+:18]([O-])=O)=[CH:14][CH:13]=2)(=[O:11])=[O:10])=[CH:5][CH:4]=1. Product: [NH2:18][C:15]1[CH:14]=[CH:13][C:12]([S:9]([NH:8][CH2:7][C:6]2[CH:21]=[CH:22][C:3]([N:2]([CH3:23])[CH3:1])=[CH:4][CH:5]=2)(=[O:10])=[O:11])=[CH:17][CH:16]=1. The catalyst class is: 19. (3) The catalyst class is: 7. Reactant: [Cl:1][C:2]1[CH:7]=[C:6]([C:8](O)=[O:9])[C:5]([Cl:11])=[CH:4][N:3]=1.B.C1COCC1. Product: [Cl:1][C:2]1[CH:7]=[C:6]([CH2:8][OH:9])[C:5]([Cl:11])=[CH:4][N:3]=1. (4) Reactant: [N:1]#[C:2][NH2:3].[F:4][C:5]1[CH:6]=[C:7]([CH:9]=[CH:10][CH:11]=1)N.[N+:12]([O-:15])([OH:14])=[O:13].C([O:18]CC)C. Product: [N+:12]([O-:15])([OH:14])=[O:13].[F:4][C:5]1[CH:6]=[C:7]([NH:1][C:2]([NH2:3])=[O:18])[CH:9]=[CH:10][CH:11]=1. The catalyst class is: 14. (5) Reactant: [C:1]([O:5][C:6](=[O:33])[N:7]([CH2:9][C:10]1[CH:14]=[C:13]([C:15]2[CH:20]=[CH:19][CH:18]=[C:17]([CH:21]=[O:22])[C:16]=2[F:23])[N:12]([S:24]([C:27]2[CH:28]=[N:29][CH:30]=[CH:31][CH:32]=2)(=[O:26])=[O:25])[CH:11]=1)[CH3:8])([CH3:4])([CH3:3])[CH3:2].[BH4-].[Na+].CO.O. Product: [C:1]([O:5][C:6](=[O:33])[N:7]([CH2:9][C:10]1[CH:14]=[C:13]([C:15]2[CH:20]=[CH:19][CH:18]=[C:17]([CH2:21][OH:22])[C:16]=2[F:23])[N:12]([S:24]([C:27]2[CH:28]=[N:29][CH:30]=[CH:31][CH:32]=2)(=[O:25])=[O:26])[CH:11]=1)[CH3:8])([CH3:4])([CH3:2])[CH3:3]. The catalyst class is: 7. (6) Reactant: Br[C:2]1[CH:7]=[CH:6][C:5]([S:8]([NH:11][CH:12]2[CH2:14][CH2:13]2)(=[O:10])=[O:9])=[CH:4][CH:3]=1.[C:15]([C:17]1[N:21]([CH3:22])[C:20](B(O)O)=[CH:19][CH:18]=1)#[N:16].[F-].[K+].C(P(C(C)(C)C)C(C)(C)C)(C)(C)C. Product: [C:15]([C:17]1[N:21]([CH3:22])[C:20]([C:2]2[CH:7]=[CH:6][C:5]([S:8]([NH:11][CH:12]3[CH2:14][CH2:13]3)(=[O:10])=[O:9])=[CH:4][CH:3]=2)=[CH:19][CH:18]=1)#[N:16]. The catalyst class is: 110. (7) Reactant: [NH2:1][C:2]1[C:7]([NH2:8])=[C:6]([CH3:9])[C:5]([Cl:10])=[CH:4][N:3]=1.[OH:11][C:12]1[CH:19]=[CH:18][C:15]([CH:16]=O)=[CH:14][C:13]=1[N+:20]([O-:22])=[O:21].O.C1(C)C=CC(S(O)(=O)=O)=CC=1. Product: [Cl:10][C:5]1[C:6]([CH3:9])=[C:7]2[N:8]=[C:16]([C:15]3[CH:18]=[CH:19][C:12]([OH:11])=[C:13]([N+:20]([O-:22])=[O:21])[CH:14]=3)[NH:1][C:2]2=[N:3][CH:4]=1. The catalyst class is: 10.